Dataset: Forward reaction prediction with 1.9M reactions from USPTO patents (1976-2016). Task: Predict the product of the given reaction. (1) Given the reactants [F:1][C:2]1[CH:7]=[CH:6][C:5]([N:8]([CH3:21])[S:9]([C:12]2[CH:20]=[CH:19][C:15]([C:16]([OH:18])=O)=[CH:14][CH:13]=2)(=[O:11])=[O:10])=[CH:4][CH:3]=1.[N:22]1[CH:27]=[CH:26][CH:25]=[CH:24][C:23]=1[C:28]1[N:29]=[C:30]([NH2:33])[S:31][CH:32]=1, predict the reaction product. The product is: [F:1][C:2]1[CH:3]=[CH:4][C:5]([N:8]([CH3:21])[S:9]([C:12]2[CH:13]=[CH:14][C:15]([C:16]([NH:33][C:30]3[S:31][CH:32]=[C:28]([C:23]4[CH:24]=[CH:25][CH:26]=[CH:27][N:22]=4)[N:29]=3)=[O:18])=[CH:19][CH:20]=2)(=[O:10])=[O:11])=[CH:6][CH:7]=1. (2) The product is: [CH2:3]([O:10][C:11]1[CH:12]=[CH:13][C:14]([N:17]2[CH2:18][CH2:19][C:20]([O:23][CH3:35])([C:24]3[CH:25]=[CH:26][C:27]([C:30]([F:33])([F:31])[F:32])=[CH:28][CH:29]=3)[CH2:21][CH2:22]2)=[CH:15][CH:16]=1)[C:4]1[CH:9]=[CH:8][CH:7]=[CH:6][CH:5]=1. Given the reactants [H-].[Na+].[CH2:3]([O:10][C:11]1[CH:16]=[CH:15][C:14]([N:17]2[CH2:22][CH2:21][C:20]([C:24]3[CH:29]=[CH:28][C:27]([C:30]([F:33])([F:32])[F:31])=[CH:26][CH:25]=3)([OH:23])[CH2:19][CH2:18]2)=[CH:13][CH:12]=1)[C:4]1[CH:9]=[CH:8][CH:7]=[CH:6][CH:5]=1.I[CH3:35], predict the reaction product. (3) The product is: [CH2:10]1[C:19]2[C:14](=[CH:15][CH:16]=[CH:17][CH:18]=2)[CH2:13][CH2:12][N:11]1[C:2]1[CH:9]=[CH:8][CH:7]=[CH:6][C:3]=1[C:4]#[N:5]. Given the reactants F[C:2]1[CH:9]=[CH:8][CH:7]=[CH:6][C:3]=1[C:4]#[N:5].[CH2:10]1[C:19]2[C:14](=[CH:15][CH:16]=[CH:17][CH:18]=2)[CH2:13][CH2:12][NH:11]1, predict the reaction product. (4) The product is: [F:7][C:27]1([C:25]([N:22]2[CH2:23][CH2:24][C@@:20]([S:17]([C:14]3[CH:13]=[CH:12][C:11]([F:10])=[CH:16][CH:15]=3)(=[O:19])=[O:18])([C:36]3[CH:37]=[CH:38][C:39]([C:42]([F:51])([C:47]([F:50])([F:49])[F:48])[C:43]([F:44])([F:45])[F:46])=[CH:40][CH:41]=3)[CH2:21]2)=[O:26])[CH2:32][CH2:31][S:30](=[O:34])(=[O:33])[CH2:29][CH2:28]1. Given the reactants CCN(S(F)(F)[F:7])CC.[F:10][C:11]1[CH:16]=[CH:15][C:14]([S:17]([C@@:20]2([C:36]3[CH:41]=[CH:40][C:39]([C:42]([F:51])([C:47]([F:50])([F:49])[F:48])[C:43]([F:46])([F:45])[F:44])=[CH:38][CH:37]=3)[CH2:24][CH2:23][N:22]([C:25]([C:27]3(O)[CH2:32][CH2:31][S:30](=[O:34])(=[O:33])[CH2:29][CH2:28]3)=[O:26])[CH2:21]2)(=[O:19])=[O:18])=[CH:13][CH:12]=1, predict the reaction product. (5) The product is: [Br:1][C:2]1[CH:8]=[C:7]([F:9])[CH:6]=[CH:5][C:3]=1[N:4]=[N:10][CH:17]([C:16](=[O:23])[CH2:15][Cl:14])[C:18]([O:20][CH2:21][CH3:22])=[O:19]. Given the reactants [Br:1][C:2]1[CH:8]=[C:7]([F:9])[CH:6]=[CH:5][C:3]=1[NH2:4].[N:10]([O-])=O.[Na+].[Cl:14][CH2:15][C:16](=[O:23])[CH2:17][C:18]([O:20][CH2:21][CH3:22])=[O:19].C([O-])(=O)C.[Na+], predict the reaction product. (6) Given the reactants Cl[C:2]1[C:7]([C:8]([OH:10])=[O:9])=[CH:6][N:5]=[C:4]([Cl:11])[C:3]=1[Cl:12].[CH:13]1([NH2:19])[CH2:18][CH2:17][CH2:16][CH2:15][CH2:14]1, predict the reaction product. The product is: [Cl:12][C:3]1[C:4]([Cl:11])=[N:5][CH:6]=[C:7]([C:2]=1[NH:19][CH:13]1[CH2:18][CH2:17][CH2:16][CH2:15][CH2:14]1)[C:8]([OH:10])=[O:9].